This data is from Forward reaction prediction with 1.9M reactions from USPTO patents (1976-2016). The task is: Predict the product of the given reaction. (1) Given the reactants [F:1][C:2]([F:43])([F:42])[CH2:3][CH2:4][CH:5]([NH:22][C:23]1[CH:41]=[CH:40][C:26]([C:27]([N:29]2[CH2:34][CH2:33][CH2:32][C@@H:31]([C:35]([O:37]CC)=[O:36])[CH2:30]2)=[O:28])=[CH:25][CH:24]=1)[C:6]1[CH:11]=[CH:10][C:9]([N:12]2[CH:20]=[C:19]3[C:14]([CH2:15][CH2:16][CH2:17][CH2:18]3)=[N:13]2)=[CH:8][C:7]=1[CH3:21].C1COCC1.[OH-].[Na+], predict the reaction product. The product is: [F:43][C:2]([F:1])([F:42])[CH2:3][CH2:4][CH:5]([NH:22][C:23]1[CH:41]=[CH:40][C:26]([C:27]([N:29]2[CH2:34][CH2:33][CH2:32][C@@H:31]([C:35]([OH:37])=[O:36])[CH2:30]2)=[O:28])=[CH:25][CH:24]=1)[C:6]1[CH:11]=[CH:10][C:9]([N:12]2[CH:20]=[C:19]3[C:14]([CH2:15][CH2:16][CH2:17][CH2:18]3)=[N:13]2)=[CH:8][C:7]=1[CH3:21]. (2) Given the reactants CO[C:3](=O)[C:4]([S:9]([C:12]1[CH:17]=[CH:16][C:15]([Cl:18])=[CH:14][CH:13]=1)(=[O:11])=[O:10])=[CH:5][O:6]CC.[Cl:20][C:21]1[CH:22]=[C:23]([CH:25]=[CH:26][CH:27]=1)[NH2:24], predict the reaction product. The product is: [Cl:20][C:21]1[CH:22]=[C:23]2[C:25]([C:5]([OH:6])=[C:4]([S:9]([C:12]3[CH:13]=[CH:14][C:15]([Cl:18])=[CH:16][CH:17]=3)(=[O:10])=[O:11])[CH:3]=[N:24]2)=[CH:26][CH:27]=1. (3) Given the reactants Cl[C:2]1[CH:11]=[C:10]([Cl:12])[C:9]2[C:4](=[CH:5][CH:6]=[C:7]([N+:13]([O-:15])=[O:14])[CH:8]=2)[N:3]=1.[NH:16]1[CH2:21][CH2:20][O:19][CH2:18][CH2:17]1, predict the reaction product. The product is: [Cl:12][C:10]1[C:9]2[C:4](=[CH:5][CH:6]=[C:7]([N+:13]([O-:15])=[O:14])[CH:8]=2)[N:3]=[C:2]([N:16]2[CH2:21][CH2:20][O:19][CH2:18][CH2:17]2)[CH:11]=1. (4) The product is: [CH2:1]([NH:4][C:5]1[CH:6]=[CH:7][C:8]([NH2:11])=[N:9][CH:10]=1)[CH3:2]. Given the reactants [CH:1]([NH:4][C:5]1[CH:6]=[CH:7][C:8]([NH2:11])=[N:9][CH:10]=1)(C)[CH3:2].C(NC1C=CC=NC=1[N+]([O-])=O)C, predict the reaction product. (5) Given the reactants [H-].[Na+].[C:3]([O:9][CH3:10])(=[O:8])[CH2:4][C:5]([CH3:7])=[O:6].Cl[CH2:12][C:13]1[CH:14]=[C:15]([C:19]#[N:20])[CH:16]=[N:17][CH:18]=1.Cl, predict the reaction product. The product is: [C:19]([C:15]1[CH:14]=[C:13]([CH2:12][CH:4]([C:5](=[O:6])[CH3:7])[C:3]([O:9][CH3:10])=[O:8])[CH:18]=[N:17][CH:16]=1)#[N:20]. (6) Given the reactants C1(C#C[C:9]2[CH:10]=[C:11]3[C:16](=[CH:17][CH:18]=2)[CH2:15][CH2:14][CH2:13][CH2:12]3)C=CC=CC=1.C([O:22][CH2:23][CH3:24])(=O)C.C[CH2:26][CH2:27][CH2:28][CH2:29][CH2:30][CH3:31].CS(C)=[O:34], predict the reaction product. The product is: [C:26]1([C:23](=[O:22])[C:24]([C:18]2[CH:9]=[CH:10][C:11]3[CH2:12][CH2:13][CH2:14][CH2:15][C:16]=3[CH:17]=2)=[O:34])[CH:27]=[CH:28][CH:29]=[CH:30][CH:31]=1. (7) Given the reactants [CH2:1]([O:3][C:4]([C:6]1[C:7]([N:29]2[CH2:34][CH2:33][O:32][CH2:31][CH2:30]2)=[C:8]2[CH:25]=[N:24][N:23]([CH:26]([CH3:28])[CH3:27])[C:9]2=[N:10][C:11]=1[C:12]1[CH:17]=[CH:16][CH:15]=[C:14]([O:18][CH2:19][CH:20]2[CH2:22][O:21]2)[CH:13]=1)=[O:5])[CH3:2].C[NH2:36], predict the reaction product. The product is: [CH2:1]([O:3][C:4]([C:6]1[C:7]([N:29]2[CH2:34][CH2:33][O:32][CH2:31][CH2:30]2)=[C:8]2[CH:25]=[N:24][N:23]([CH:26]([CH3:28])[CH3:27])[C:9]2=[N:10][C:11]=1[C:12]1[CH:17]=[CH:16][CH:15]=[C:14]([O:18][CH2:19][CH:20]([OH:21])[CH2:22][NH2:36])[CH:13]=1)=[O:5])[CH3:2]. (8) Given the reactants Cl[C:2]1[C:7]([C:8]#[N:9])=[CH:6][CH:5]=[CH:4][N:3]=1.[NH2:10][NH2:11].O1CCOCC1, predict the reaction product. The product is: [NH:10]1[C:2]2=[N:3][CH:4]=[CH:5][CH:6]=[C:7]2[C:8]([NH2:9])=[N:11]1. (9) Given the reactants Br[CH2:2][C:3]1[CH:10]=[CH:9][CH:8]=[CH:7][C:4]=1[CH:5]=[O:6].[CH3:11][O:12][C:13](=[O:23])[CH2:14][C:15]1[CH:20]=[CH:19][C:18]([OH:21])=[C:17]([I:22])[CH:16]=1.C([O-])([O-])=O.[K+].[K+].N[C@H](C(O)=O)CC1C=C2C(C=CC=C2)=CC=1, predict the reaction product. The product is: [CH3:11][O:12][C:13](=[O:23])[CH2:14][C:15]1[CH:20]=[CH:19][C:18]([O:21][CH2:2][C:3]2[CH:10]=[CH:9][CH:8]=[CH:7][C:4]=2[CH:5]=[O:6])=[C:17]([I:22])[CH:16]=1. (10) Given the reactants [CH3:1][C:2]1[O:6][N:5]=[C:4]([C:7]2[CH:12]=[CH:11][CH:10]=[CH:9][CH:8]=2)[C:3]=1[CH2:13][O:14][C:15]1[CH:23]=[CH:22][C:18]([C:19]([OH:21])=O)=[CH:17][N:16]=1.F[B-](F)(F)F.N1(OC(N(C)C)=[N+](C)C)C2C=CC=CC=2N=N1.C(N(CC)C(C)C)(C)C.[CH3:55][N:56]1[CH:60]=[C:59]([NH2:61])[CH:58]=[N:57]1, predict the reaction product. The product is: [CH3:1][C:2]1[O:6][N:5]=[C:4]([C:7]2[CH:8]=[CH:9][CH:10]=[CH:11][CH:12]=2)[C:3]=1[CH2:13][O:14][C:15]1[CH:23]=[CH:22][C:18]([C:19]([NH:61][C:59]2[CH:58]=[N:57][N:56]([CH3:55])[CH:60]=2)=[O:21])=[CH:17][N:16]=1.